This data is from Full USPTO retrosynthesis dataset with 1.9M reactions from patents (1976-2016). The task is: Predict the reactants needed to synthesize the given product. (1) Given the product [NH2:1][C:2]1[C:11]2[N:12]=[C:13]([CH2:20][OH:21])[N:14]([CH2:15][C:16]([OH:19])([CH3:18])[CH3:17])[C:10]=2[C:9]2[CH:8]=[CH:7][C:6]([CH2:23][CH2:24][CH2:25][NH:26][S:27]([CH3:30])(=[O:29])=[O:28])=[CH:5][C:4]=2[N:3]=1, predict the reactants needed to synthesize it. The reactants are: [NH2:1][C:2]1[C:11]2[N:12]=[C:13]([CH2:20][O:21]C)[N:14]([CH2:15][C:16]([OH:19])([CH3:18])[CH3:17])[C:10]=2[C:9]2[CH:8]=[CH:7][C:6]([CH2:23][CH2:24][CH2:25][NH:26][S:27]([CH3:30])(=[O:29])=[O:28])=[CH:5][C:4]=2[N:3]=1. (2) Given the product [C:1]12([C:11]3[CH:21]=[CH:20][C:14]([O:15][CH2:16][C:17]([NH:30][C:26]4[CH:27]=[CH:28][CH:29]=[C:24]([C:23]([F:31])([F:32])[F:22])[CH:25]=4)=[O:18])=[CH:13][CH:12]=3)[CH2:2][CH:3]3[CH2:9][CH:7]([CH2:6][CH:5]([CH2:4]3)[CH2:10]1)[CH2:8]2, predict the reactants needed to synthesize it. The reactants are: [C:1]12([C:11]3[CH:21]=[CH:20][C:14]([O:15][CH2:16][C:17](O)=[O:18])=[CH:13][CH:12]=3)[CH2:10][CH:5]3[CH2:6][CH:7]([CH2:9][CH:3]([CH2:4]3)[CH2:2]1)[CH2:8]2.[F:22][C:23]([F:32])([F:31])[C:24]1[CH:25]=[C:26]([NH2:30])[CH:27]=[CH:28][CH:29]=1.CCN(C(C)C)C(C)C.C(Cl)CCl.C1C=CC2N(O)N=NC=2C=1. (3) Given the product [Br:1][C:2]1[CH:11]=[CH:10][C:9]2[N:8]=[CH:7][C:6]3[N:12]([S:42]([C:38]4[CH:39]=[CH:40][CH:41]=[C:36]([O:35][CH3:34])[CH:37]=4)(=[O:44])=[O:43])[C:13](=[O:26])[N:14]([C:15]4[CH:20]=[CH:19][C:18]([C:21]([CH3:24])([CH3:25])[C:22]#[N:23])=[CH:17][CH:16]=4)[C:5]=3[C:4]=2[CH:3]=1, predict the reactants needed to synthesize it. The reactants are: [Br:1][C:2]1[CH:11]=[CH:10][C:9]2[N:8]=[CH:7][C:6]3[NH:12][C:13](=[O:26])[N:14]([C:15]4[CH:20]=[CH:19][C:18]([C:21]([CH3:25])([CH3:24])[C:22]#[N:23])=[CH:17][CH:16]=4)[C:5]=3[C:4]=2[CH:3]=1.C(N(CC)CC)C.[CH3:34][O:35][C:36]1[CH:37]=[C:38]([S:42](Cl)(=[O:44])=[O:43])[CH:39]=[CH:40][CH:41]=1.O.